From a dataset of Catalyst prediction with 721,799 reactions and 888 catalyst types from USPTO. Predict which catalyst facilitates the given reaction. (1) Reactant: [Br:1][C:2]1[CH:7]=[CH:6][C:5]([C:8]2[O:12][N:11]=[C:10]([CH3:13])[C:9]=2[C:14]([OH:16])=O)=[CH:4][CH:3]=1.C(N1C=CN=C1)(N1C=CN=C1)=O.O.[NH2:30][NH2:31]. Product: [Br:1][C:2]1[CH:7]=[CH:6][C:5]([C:8]2[O:12][N:11]=[C:10]([CH3:13])[C:9]=2[C:14]([NH:30][NH2:31])=[O:16])=[CH:4][CH:3]=1. The catalyst class is: 1. (2) Reactant: [CH3:1][C:2]1[CH:3]=[C:4]([O:13][C:14]2[C:19]([N+:20]([O-])=O)=[CH:18][CH:17]=[CH:16][N:15]=2)[N:5]([C:7]2[CH:12]=[CH:11][CH:10]=[CH:9][CH:8]=2)[N:6]=1.O1CCCC1. Product: [CH3:1][C:2]1[CH:3]=[C:4]([O:13][C:14]2[C:19]([NH2:20])=[CH:18][CH:17]=[CH:16][N:15]=2)[N:5]([C:7]2[CH:8]=[CH:9][CH:10]=[CH:11][CH:12]=2)[N:6]=1. The catalyst class is: 43. (3) Reactant: C(OC(=O)[NH:7][CH2:8][CH2:9][S:10][C:11]1[CH:12]=[C:13]([C:25]2[NH:26][CH:27]=[C:28]([CH3:31])[C:29]=2[CH3:30])[C:14]2[C:15](=[O:24])[NH:16][C:17]3[C:22]=2[C:21]=1[C:20]([F:23])=[CH:19][CH:18]=3)(C)(C)C.[C:33]([OH:39])([C:35]([F:38])([F:37])[F:36])=[O:34].[OH-].[NH4+].C(OCC)(=O)C. Product: [F:36][C:35]([F:38])([F:37])[C:33]([OH:39])=[O:34].[NH2:7][CH2:8][CH2:9][S:10][C:11]1[CH:12]=[C:13]([C:25]2[NH:26][CH:27]=[C:28]([CH3:31])[C:29]=2[CH3:30])[C:14]2[C:15](=[O:24])[NH:16][C:17]3[C:22]=2[C:21]=1[C:20]([F:23])=[CH:19][CH:18]=3. The catalyst class is: 2. (4) Reactant: C([O:8][C:9]1[CH:14]=[N:13][CH:12]=[C:11]2[S:15][C:16]([C:18]([O:20][CH3:21])=[O:19])=[CH:17][C:10]=12)C1C=CC=CC=1.CC(C)=O.CCCCCC. Product: [OH:8][C:9]1[CH:14]=[N:13][CH:12]=[C:11]2[S:15][C:16]([C:18]([O:20][CH3:21])=[O:19])=[CH:17][C:10]=12. The catalyst class is: 29. (5) Reactant: [F:1][C:2]([F:9])([F:8])[C:3]([O:5]CC)=O.[C:10]([C:13]1[CH:23]=[C:22]([O:24][CH3:25])[C:16]2[O:17][CH2:18][C:19](=[O:21])[NH:20][C:15]=2[CH:14]=1)(=[O:12])[CH3:11]. Product: [F:9][C:2]([F:1])([F:8])[C:3](=[O:5])[CH2:11][C:10]([C:13]1[CH:23]=[C:22]([O:24][CH3:25])[C:16]2[O:17][CH2:18][C:19](=[O:21])[NH:20][C:15]=2[CH:14]=1)=[O:12]. The catalyst class is: 28. (6) Reactant: [OH:1][C:2]1[C:7]2[O:8][C:9]3[CH2:14][CH2:13][N:12]([C:15]([O:17][C:18]([CH3:21])([CH3:20])[CH3:19])=[O:16])[CH2:11][C:10]=3[C:6]=2[CH:5]=[C:4]([S:22]([C:25]2[CH:30]=[CH:29][CH:28]=[CH:27][CH:26]=2)(=[O:24])=[O:23])[CH:3]=1.[C:31](=O)([O-])[O-].[K+].[K+].COS(OC)(=O)=O. Product: [CH3:31][O:1][C:2]1[C:7]2[O:8][C:9]3[CH2:14][CH2:13][N:12]([C:15]([O:17][C:18]([CH3:21])([CH3:19])[CH3:20])=[O:16])[CH2:11][C:10]=3[C:6]=2[CH:5]=[C:4]([S:22]([C:25]2[CH:30]=[CH:29][CH:28]=[CH:27][CH:26]=2)(=[O:23])=[O:24])[CH:3]=1. The catalyst class is: 21. (7) Reactant: C([O:5][C:6]1[CH:11]=[C:10]([C:12]2[C:20]3[C:15](=[N:16][CH:17]=[CH:18][CH:19]=3)[NH:14][CH:13]=2)[CH:9]=[C:8]([C:21]2[CH:26]=[CH:25][CH:24]=[CH:23][CH:22]=2)[N:7]=1)(C)(C)C.FC(F)(F)C(O)=O. Product: [C:21]1([C:8]2[NH:7][C:6](=[O:5])[CH:11]=[C:10]([C:12]3[C:20]4[C:15](=[N:16][CH:17]=[CH:18][CH:19]=4)[NH:14][CH:13]=3)[CH:9]=2)[CH:26]=[CH:25][CH:24]=[CH:23][CH:22]=1. The catalyst class is: 4. (8) Reactant: [NH2:1][C:2]1[CH:3]=[C:4]([C:9]2[C:18]([N:19]([CH:21]([CH3:23])[CH3:22])[CH3:20])=[N:17][C:16]3[C:11](=[CH:12][CH:13]=[C:14]([C:24]([O:26][CH3:27])=[O:25])[CH:15]=3)[N:10]=2)[CH:5]=[CH:6][C:7]=1[NH2:8].[N:28]([O-])=O.[Na+]. Product: [NH:8]1[C:7]2[CH:6]=[CH:5][C:4]([C:9]3[C:18]([N:19]([CH:21]([CH3:23])[CH3:22])[CH3:20])=[N:17][C:16]4[C:11](=[CH:12][CH:13]=[C:14]([C:24]([O:26][CH3:27])=[O:25])[CH:15]=4)[N:10]=3)=[CH:3][C:2]=2[N:1]=[N:28]1. The catalyst class is: 126. (9) Reactant: [NH:1]1[CH2:8][CH2:7][CH2:6][C@H:2]1[C:3]([OH:5])=O.[C:9](OC(=O)C)(=[O:11])[CH3:10].N1C=CC=C[CH:17]=1.C(=O)(O)[O-].[Na+]. Product: [C:9]([N:1]1[CH2:8][CH2:7][CH2:6][CH:2]1[C:3](=[O:5])[CH3:17])(=[O:11])[CH3:10]. The catalyst class is: 6.